From a dataset of Ames mutagenicity test results for genotoxicity prediction. Regression/Classification. Given a drug SMILES string, predict its toxicity properties. Task type varies by dataset: regression for continuous values (e.g., LD50, hERG inhibition percentage) or binary classification for toxic/non-toxic outcomes (e.g., AMES mutagenicity, cardiotoxicity, hepatotoxicity). Dataset: ames. (1) The molecule is O=C(O)c1ccc([N+](=O)[O-])o1. The result is 1 (mutagenic). (2) The compound is CCN=[N+]([O-])CC. The result is 0 (non-mutagenic). (3) The drug is CCC(CCC(C)=O)COC(=O)c1ccccc1C(=O)O. The result is 0 (non-mutagenic). (4) The compound is O=[N+]([O-])c1ccc(Nc2ccccc2O)c([N+](=O)[O-])c1. The result is 1 (mutagenic). (5) The molecule is CC(=O)Nc1cccc2cccnc12. The result is 1 (mutagenic). (6) The result is 1 (mutagenic). The molecule is Nc1cc([N+](=O)[O-])cc(Cl)c1O. (7) The molecule is CON(C)C(=O)Nc1ccc(Br)cc1. The result is 0 (non-mutagenic).